This data is from Full USPTO retrosynthesis dataset with 1.9M reactions from patents (1976-2016). The task is: Predict the reactants needed to synthesize the given product. (1) Given the product [CH:28]1([N:35]([C@H:36]2[CH2:37][CH2:38][C@H:39]([CH:42]([CH3:44])[CH3:43])[CH2:40][CH2:41]2)[C:7](=[O:19])[NH:8][C:9]2[S:10][C:11]([S:14][CH2:15][C:16]([OH:18])=[O:17])=[CH:12][N:13]=2)[CH2:29][CH2:30][CH2:31][CH2:32][CH2:33][CH2:34]1, predict the reactants needed to synthesize it. The reactants are: C1(N([C@H]2CC[C@H](CC)CC2)[C:7](=[O:19])[NH:8][C:9]2[S:10][C:11]([S:14][CH2:15][C:16]([OH:18])=[O:17])=[CH:12][N:13]=2)CCCC1.[CH:28]1([NH:35][C@H:36]2[CH2:41][CH2:40][C@H:39]([CH:42]([CH3:44])[CH3:43])[CH2:38][CH2:37]2)[CH2:34][CH2:33][CH2:32][CH2:31][CH2:30][CH2:29]1.C(OC(=O)CSC1SC(N)=NC=1)C. (2) Given the product [N:1]([C@H:4]1[CH2:12][C:11]2[C:6](=[CH:7][CH:8]=[CH:9][CH:10]=2)[C@H:5]1[O:13][CH3:14])=[N+:2]=[N-:3], predict the reactants needed to synthesize it. The reactants are: [N:1]([C@H:4]1[CH2:12][C:11]2[C:6](=[CH:7][CH:8]=[CH:9][CH:10]=2)[C@H:5]1[OH:13])=[N+:2]=[N-:3].[CH3:14]I. (3) Given the product [C:22]([O:21][C:19](=[O:20])[N:8]([C:7]1[C:2]([Br:1])=[N:3][CH:4]=[C:5]([Cl:18])[CH:6]=1)[CH2:9][C:10]1[CH:15]=[CH:14][C:13]([O:16][CH3:17])=[CH:12][CH:11]=1)([CH3:25])([CH3:24])[CH3:23], predict the reactants needed to synthesize it. The reactants are: [Br:1][C:2]1[C:7]([NH:8][CH2:9][C:10]2[CH:15]=[CH:14][C:13]([O:16][CH3:17])=[CH:12][CH:11]=2)=[CH:6][C:5]([Cl:18])=[CH:4][N:3]=1.[C:19](O[C:19]([O:21][C:22]([CH3:25])([CH3:24])[CH3:23])=[O:20])([O:21][C:22]([CH3:25])([CH3:24])[CH3:23])=[O:20]. (4) The reactants are: [F:1][C:2]1[CH:3]=[C:4]([CH:7]=[CH:8][C:9]=1F)[CH:5]=[O:6].[CH3:11][S-:12].[Na+]. Given the product [F:1][C:2]1[CH:3]=[C:4]([CH:7]=[CH:8][C:9]=1[S:12][CH3:11])[CH:5]=[O:6], predict the reactants needed to synthesize it. (5) Given the product [S:19]([C:12]1[CH:11]=[CH:10][C:9]([OH:8])=[C:18]2[C:13]=1[CH:14]=[CH:15][CH:16]=[N:17]2)([C:22]1[CH:28]=[CH:27][C:25]([CH3:26])=[CH:24][CH:23]=1)(=[O:20])=[O:21], predict the reactants needed to synthesize it. The reactants are: COC1C=CC(C[O:8][C:9]2[CH:10]=[CH:11][C:12]([S:19]([C:22]3[CH:28]=[CH:27][C:25]([CH3:26])=[CH:24][CH:23]=3)(=[O:21])=[O:20])=[C:13]3[C:18]=2[N:17]=[CH:16][CH:15]=[CH:14]3)=CC=1.C(O)(C(F)(F)F)=O.